Predict which catalyst facilitates the given reaction. From a dataset of Catalyst prediction with 721,799 reactions and 888 catalyst types from USPTO. (1) Reactant: C[O:2][C:3](=[O:21])[C:4]1[CH:9]=[CH:8][C:7]([O:10][CH2:11][C:12]2[CH:17]=[CH:16][CH:15]=[CH:14][CH:13]=2)=[C:6]([N+:18]([O-:20])=[O:19])[CH:5]=1.CO.[OH-].[K+].Cl. Product: [CH2:11]([O:10][C:7]1[CH:8]=[CH:9][C:4]([C:3]([OH:21])=[O:2])=[CH:5][C:6]=1[N+:18]([O-:20])=[O:19])[C:12]1[CH:13]=[CH:14][CH:15]=[CH:16][CH:17]=1. The catalyst class is: 7. (2) Reactant: [O:1]1[CH:5]=[CH:4][C:3]([C:6]([C:8]2[NH:16][C:11]3=[CH:12][N:13]=[CH:14][CH:15]=[C:10]3[CH:9]=2)=O)=[CH:2]1.[C:17]([O:21][C:22](=[O:28])[NH:23][CH2:24][CH2:25][O:26][NH2:27])([CH3:20])([CH3:19])[CH3:18].Cl. Product: [O:1]1[CH:5]=[CH:4][C:3]([C:6](=[N:27][O:26][CH2:25][CH2:24][NH:23][C:22](=[O:28])[O:21][C:17]([CH3:19])([CH3:18])[CH3:20])[C:8]2[NH:16][C:11]3=[CH:12][N:13]=[CH:14][CH:15]=[C:10]3[CH:9]=2)=[CH:2]1. The catalyst class is: 8.